This data is from Forward reaction prediction with 1.9M reactions from USPTO patents (1976-2016). The task is: Predict the product of the given reaction. Given the reactants [CH2:1]([O:3][C:4](=[O:33])[CH2:5][O:6][C:7]1[CH:12]=[CH:11][C:10]([S:13][C:14]2[CH:19]=[C:18]([O:20][C:21]3[CH:26]=[CH:25][CH:24]=[C:23]([C:27]([F:30])([F:29])[F:28])[CH:22]=3)[CH:17]=[C:16](Br)[CH:15]=2)=[CH:9][C:8]=1[CH3:32])[CH3:2].[C:34]([C:36]1[CH:41]=[CH:40][C:39]([S:42]([CH3:45])(=[O:44])=[O:43])=[CH:38][CH:37]=1)#[CH:35].C(OC(=O)COC1C=CC(SC2C=C(C#CC3C=CC(CO)=CC=3)C=C(OCCC3C=CC(Cl)=CC=3)C=2)=CC=1C)C, predict the reaction product. The product is: [CH2:1]([O:3][C:4](=[O:33])[CH2:5][O:6][C:7]1[CH:12]=[CH:11][C:10]([S:13][C:14]2[CH:19]=[C:18]([O:20][C:21]3[CH:26]=[CH:25][CH:24]=[C:23]([C:27]([F:30])([F:29])[F:28])[CH:22]=3)[CH:17]=[C:16]([C:35]#[C:34][C:36]3[CH:37]=[CH:38][C:39]([S:42]([CH3:45])(=[O:44])=[O:43])=[CH:40][CH:41]=3)[CH:15]=2)=[CH:9][C:8]=1[CH3:32])[CH3:2].